Dataset: Reaction yield outcomes from USPTO patents with 853,638 reactions. Task: Predict the reaction yield, written as a fraction of the theoretical maximum amount of product (1.0 means a 100% yield; for example, 0.34 means a 34% yield). (1) The reactants are Cl[C:2]1[C:3]2[CH:10]=[CH:9][NH:8][C:4]=2[N:5]=[CH:6][N:7]=1.Cl.Cl.[Cl:13][C:14]1[CH:19]=[CH:18][C:17]([C:20]2([CH2:26][NH:27][CH3:28])[CH2:25][CH2:24][NH:23][CH2:22][CH2:21]2)=[CH:16][CH:15]=1.C(N(CC)CC)C. The catalyst is C(O)CCC. The product is [Cl:13][C:14]1[CH:19]=[CH:18][C:17]([C:20]2([CH2:26][NH:27][CH3:28])[CH2:25][CH2:24][N:23]([C:2]3[C:3]4[CH:10]=[CH:9][NH:8][C:4]=4[N:5]=[CH:6][N:7]=3)[CH2:22][CH2:21]2)=[CH:16][CH:15]=1. The yield is 0.340. (2) The reactants are [Cl:1][CH2:2][C:3](Cl)=[O:4].[CH3:6][CH:7]([CH3:10])[CH2:8][OH:9].N1C=CC=CC=1. The catalyst is C(OCC)C. The product is [Cl:1][CH2:2][C:3]([O:9][CH2:8][CH:7]([CH3:10])[CH3:6])=[O:4]. The yield is 0.940.